The task is: Predict the reactants needed to synthesize the given product.. This data is from Full USPTO retrosynthesis dataset with 1.9M reactions from patents (1976-2016). (1) Given the product [Cl:4][C:5]1[CH:6]=[C:7]([NH:12][C:13]([N:15]2[CH2:20][CH2:19][C:18]3[O:21][N:22]=[C:23]([C:24]([OH:26])=[O:25])[C:17]=3[CH2:16]2)=[O:14])[CH:8]=[CH:9][C:10]=1[Cl:11], predict the reactants needed to synthesize it. The reactants are: O.[OH-].[Li+].[Cl:4][C:5]1[CH:6]=[C:7]([NH:12][C:13]([N:15]2[CH2:20][CH2:19][C:18]3[O:21][N:22]=[C:23]([C:24]([O:26]CC)=[O:25])[C:17]=3[CH2:16]2)=[O:14])[CH:8]=[CH:9][C:10]=1[Cl:11]. (2) Given the product [Cl:1][C:2]1[CH:3]=[CH:4][C:5]([CH:8]([CH2:11][C:16]2[CH:15]=[CH:14][CH:13]=[CH:12][CH:18]=2)[C:9]#[N:10])=[CH:6][CH:7]=1, predict the reactants needed to synthesize it. The reactants are: [Cl:1][C:2]1[CH:7]=[CH:6][C:5]([CH:8]([C:11]2[CH:16]=[CH:15][CH:14]=[CH:13][CH:12]=2)[C:9]#[N:10])=[CH:4][CH:3]=1.Cl[C:18]1C=CC(CC#N)=CC=1.[Br-].[Cl-].[Al+3].[Cl-].[Cl-].Cl. (3) The reactants are: [CH3:1][N:2]([C:22]1[CH:27]=[N:26][C:25]([C:28]([F:31])([F:30])[F:29])=[CH:24][N:23]=1)[C@H:3]1[CH2:7][CH2:6][CH2:5][C@@H:4]1[NH:8][C:9](=[O:21])[C:10]1[CH:15]=[CH:14][CH:13]=[CH:12][C:11]=1[N:16]1[N:20]=[CH:19][CH:18]=[N:17]1.CN(C1C=NC(C(F)(F)[F:47])=CN=1)[C@H]1CCC[C@@H]1N.FC1C=CC(N2N=CC=N2)=C(C=1)C(O)=O. Given the product [F:47][C:14]1[CH:13]=[CH:12][C:11]([N:16]2[N:20]=[CH:19][CH:18]=[N:17]2)=[C:10]([CH:15]=1)[C:9]([NH:8][C@H:4]1[CH2:5][CH2:6][CH2:7][C@@H:3]1[N:2]([CH3:1])[C:22]1[CH:27]=[N:26][C:25]([C:28]([F:29])([F:31])[F:30])=[CH:24][N:23]=1)=[O:21], predict the reactants needed to synthesize it. (4) Given the product [CH2:19]([NH:18][C:16](=[O:17])[C:15]([C:12]1[CH:11]=[CH:10][C:9]([C:7]2[CH:6]=[N:5][CH:4]=[C:3]([CH2:2][O:1][CH3:27])[N:8]=2)=[CH:14][CH:13]=1)([CH3:23])[CH3:24])[CH:20]([CH3:21])[CH3:22], predict the reactants needed to synthesize it. The reactants are: [OH:1][CH2:2][C:3]1[N:8]=[C:7]([C:9]2[CH:14]=[CH:13][C:12]([C:15]([CH3:24])([CH3:23])[C:16]([NH:18][CH2:19][CH:20]([CH3:22])[CH3:21])=[O:17])=[CH:11][CH:10]=2)[CH:6]=[N:5][CH:4]=1.[OH-].[K+].[CH3:27]I. (5) Given the product [C:1]([O:5][C:6]([N:8]1[CH2:9][CH2:10][C:11]([CH2:19][NH:25][C:28]([O:54][CH2:47][C:48]2[CH:53]=[CH:52][CH:51]=[CH:50][CH:49]=2)=[O:37])([C:14]([O:16][CH2:17][CH3:18])=[O:15])[CH2:12][CH2:13]1)=[O:7])([CH3:2])([CH3:3])[CH3:4], predict the reactants needed to synthesize it. The reactants are: [C:1]([O:5][C:6]([N:8]1[CH2:13][CH2:12][C:11]([CH2:19]C(O)=O)([C:14]([O:16][CH2:17][CH3:18])=[O:15])[CH2:10][CH2:9]1)=[O:7])([CH3:4])([CH3:3])[CH3:2].C([N:25]([CH2:28]C)CC)C.C1(P(N=[N+]=[N-])(C2C=CC=CC=2)=[O:37])C=CC=CC=1.[CH2:47]([OH:54])[C:48]1[CH:53]=[CH:52][CH:51]=[CH:50][CH:49]=1. (6) Given the product [CH2:1]([C:3]1[C:11]2[C:6](=[C:7]([O:17][CH3:18])[CH:8]=[C:9]([C:12]([OH:14])=[O:13])[CH:10]=2)[N:5]([CH3:19])[N:4]=1)[CH3:2], predict the reactants needed to synthesize it. The reactants are: [CH2:1]([C:3]1[C:11]2[C:6](=[C:7]([O:17][CH3:18])[CH:8]=[C:9]([C:12]([O:14]CC)=[O:13])[CH:10]=2)[N:5]([CH3:19])[N:4]=1)[CH3:2].[Li+].[OH-].